From a dataset of NCI-60 drug combinations with 297,098 pairs across 59 cell lines. Regression. Given two drug SMILES strings and cell line genomic features, predict the synergy score measuring deviation from expected non-interaction effect. (1) Drug 1: C1CCC(CC1)NC(=O)N(CCCl)N=O. Drug 2: C1C(C(OC1N2C=C(C(=O)NC2=O)F)CO)O. Cell line: HT29. Synergy scores: CSS=45.6, Synergy_ZIP=0.0216, Synergy_Bliss=0.397, Synergy_Loewe=-11.5, Synergy_HSA=4.03. (2) Drug 1: C1=CC=C(C(=C1)C(C2=CC=C(C=C2)Cl)C(Cl)Cl)Cl. Drug 2: CCN(CC)CCCC(C)NC1=C2C=C(C=CC2=NC3=C1C=CC(=C3)Cl)OC. Cell line: CCRF-CEM. Synergy scores: CSS=32.3, Synergy_ZIP=0.917, Synergy_Bliss=0.691, Synergy_Loewe=-18.8, Synergy_HSA=0.746. (3) Drug 1: CCC1(CC2CC(C3=C(CCN(C2)C1)C4=CC=CC=C4N3)(C5=C(C=C6C(=C5)C78CCN9C7C(C=CC9)(C(C(C8N6C=O)(C(=O)OC)O)OC(=O)C)CC)OC)C(=O)OC)O.OS(=O)(=O)O. Drug 2: B(C(CC(C)C)NC(=O)C(CC1=CC=CC=C1)NC(=O)C2=NC=CN=C2)(O)O. Cell line: 786-0. Synergy scores: CSS=40.2, Synergy_ZIP=0.744, Synergy_Bliss=0.241, Synergy_Loewe=-11.8, Synergy_HSA=-1.08. (4) Drug 2: CC1CCCC2(C(O2)CC(NC(=O)CC(C(C(=O)C(C1O)C)(C)C)O)C(=CC3=CSC(=N3)C)C)C. Drug 1: C1CC(=O)NC(=O)C1N2CC3=C(C2=O)C=CC=C3N. Cell line: OVCAR3. Synergy scores: CSS=7.62, Synergy_ZIP=1.92, Synergy_Bliss=5.55, Synergy_Loewe=4.10, Synergy_HSA=5.50. (5) Drug 1: CS(=O)(=O)C1=CC(=C(C=C1)C(=O)NC2=CC(=C(C=C2)Cl)C3=CC=CC=N3)Cl. Drug 2: C1CC(C1)(C(=O)O)C(=O)O.[NH2-].[NH2-].[Pt+2]. Cell line: NCI-H460. Synergy scores: CSS=48.8, Synergy_ZIP=3.17, Synergy_Bliss=4.53, Synergy_Loewe=-6.62, Synergy_HSA=5.58. (6) Drug 1: C1=CC(=CC=C1CCC2=CNC3=C2C(=O)NC(=N3)N)C(=O)NC(CCC(=O)O)C(=O)O. Drug 2: CC1CCC2CC(C(=CC=CC=CC(CC(C(=O)C(C(C(=CC(C(=O)CC(OC(=O)C3CCCCN3C(=O)C(=O)C1(O2)O)C(C)CC4CCC(C(C4)OC)O)C)C)O)OC)C)C)C)OC. Cell line: SK-OV-3. Synergy scores: CSS=39.3, Synergy_ZIP=-14.5, Synergy_Bliss=-19.9, Synergy_Loewe=-12.6, Synergy_HSA=-11.5. (7) Drug 1: CC1=CC2C(CCC3(C2CCC3(C(=O)C)OC(=O)C)C)C4(C1=CC(=O)CC4)C. Drug 2: C1=NC2=C(N=C(N=C2N1C3C(C(C(O3)CO)O)F)Cl)N. Cell line: SNB-19. Synergy scores: CSS=23.9, Synergy_ZIP=-1.86, Synergy_Bliss=-5.90, Synergy_Loewe=-47.7, Synergy_HSA=-10.8.